This data is from Forward reaction prediction with 1.9M reactions from USPTO patents (1976-2016). The task is: Predict the product of the given reaction. (1) Given the reactants [CH3:1][O:2][C:3]1[CH:4]=[C:5]2[C:10](=[CH:11][CH:12]=1)[C:9]([C:13](=[O:29])[C:14]1[CH:19]=[CH:18][C:17]([O:20][CH2:21][CH2:22][N:23]3[CH2:28][CH2:27][CH2:26][CH2:25][CH2:24]3)=[CH:16][CH:15]=1)=[C:8](OS(C(F)(F)F)(=O)=O)[CH:7]=[CH:6]2.[F-].[Cs+].B1(B2OCC(C)(C)CO2)OCC(C)(C)CO1.Br[C:57]1[C:62]([F:63])=[CH:61][C:60]([F:64])=[CH:59][C:58]=1[F:65], predict the reaction product. The product is: [CH3:1][O:2][C:3]1[CH:4]=[C:5]2[C:10](=[CH:11][CH:12]=1)[C:9]([C:13]([C:14]1[CH:19]=[CH:18][C:17]([O:20][CH2:21][CH2:22][N:23]3[CH2:24][CH2:25][CH2:26][CH2:27][CH2:28]3)=[CH:16][CH:15]=1)=[O:29])=[C:8]([C:61]1[C:62]([F:63])=[CH:57][C:58]([F:65])=[CH:59][C:60]=1[F:64])[CH:7]=[CH:6]2. (2) Given the reactants [C:1]([C:4]1[C:12]2[C:7](=[CH:8][CH:9]=[C:10](Br)[CH:11]=2)[N:6]([CH2:14][C:15]([O:17][C:18]([CH3:21])([CH3:20])[CH3:19])=[O:16])[CH:5]=1)(=[O:3])[CH3:2].[N:22]1([C:28]([O:30][C:31]([CH3:34])([CH3:33])[CH3:32])=[O:29])[CH2:27][CH2:26][NH:25][CH2:24][CH2:23]1.C(=O)([O-])[O-].[Cs+].[Cs+], predict the reaction product. The product is: [C:1]([C:4]1[C:12]2[C:7](=[CH:8][CH:9]=[C:10]([N:25]3[CH2:24][CH2:23][N:22]([C:28]([O:30][C:31]([CH3:34])([CH3:33])[CH3:32])=[O:29])[CH2:27][CH2:26]3)[CH:11]=2)[N:6]([CH2:14][C:15]([O:17][C:18]([CH3:21])([CH3:20])[CH3:19])=[O:16])[CH:5]=1)(=[O:3])[CH3:2]. (3) Given the reactants [N+](C(C[CH2:38][C:39](=[O:52])[O:40][C:41]1[C:46]([F:47])=[C:45]([F:48])[C:44]([F:49])=[C:43]([F:50])[C:42]=1[F:51])(C[CH2:38][C:39]([O:40][C:41]1[C:42]([F:51])=[C:43]([F:50])[C:44]([F:49])=[C:45]([F:48])[C:46]=1[F:47])=[O:52])C[CH2:38][C:39]([O:40][C:41]1[C:42]([F:51])=[C:43]([F:50])[C:44]([F:49])=[C:45]([F:48])[C:46]=1[F:47])=[O:52])([O-])=O.[N:53]([CH2:62][C:63]([OH:65])=[O:64])([CH2:58][C:59]([OH:61])=[O:60])CC(O)=O, predict the reaction product. The product is: [N:53]([CH2:38][C:39]([O:40][C:41]1[C:42]([F:51])=[C:43]([F:50])[C:44]([F:49])=[C:45]([F:48])[C:46]=1[F:47])=[O:52])([CH2:62][C:63]([O:65][C:41]1[C:46]([F:47])=[C:45]([F:48])[C:44]([F:49])=[C:43]([F:50])[C:42]=1[F:51])=[O:64])[CH2:58][C:59]([O:61][C:41]1[C:46]([F:47])=[C:45]([F:48])[C:44]([F:49])=[C:43]([F:50])[C:42]=1[F:51])=[O:60].